From a dataset of Forward reaction prediction with 1.9M reactions from USPTO patents (1976-2016). Predict the product of the given reaction. (1) Given the reactants [F:1][C:2]1[CH:3]=[CH:4][CH:5]=[C:6]2[C:10]=1[N:9]([CH3:11])[CH:8]=[C:7]2[CH2:12][NH:13][CH3:14].CNCC1C2C=CC=CC=2N2CCCC=12.[NH2:30][C:31]1[N:36]=[CH:35][C:34](/[CH:37]=[CH:38]/[C:39]([OH:41])=O)=[CH:33][CH:32]=1.Cl.O=C1NC2N=CC(/C=C/C(O)=O)=CC=2CC1, predict the reaction product. The product is: [NH2:30][C:31]1[N:36]=[CH:35][C:34](/[CH:37]=[CH:38]/[C:39]([N:13]([CH2:12][C:7]2[C:6]3[C:10](=[C:2]([F:1])[CH:3]=[CH:4][CH:5]=3)[N:9]([CH3:11])[CH:8]=2)[CH3:14])=[O:41])=[CH:33][CH:32]=1. (2) Given the reactants [C:1]([C:4]1[CH:5]=[C:6]([C:21]2[C:22]([CH3:27])=[N:23][O:24][C:25]=2[CH3:26])[C:7]([F:20])=[C:8]2[C:16]=1[NH:15][C:14]1[CH:13]=[C:12]([C:17](O)=[O:18])[CH:11]=[CH:10][C:9]2=1)(=[O:3])[NH2:2].CN(C(ON1N=NC2C=CC(=CC1=2)Cl)=[N+](C)C)C.F[P-](F)(F)(F)(F)F.[CH3:53][C@H:54]1[O:59][C@@H:58]([CH3:60])[CH2:57][NH:56][CH2:55]1.[Li+].[Cl-], predict the reaction product. The product is: [CH3:27][C:22]1[C:21]([C:6]2[CH:5]=[C:4]([C:1]([NH2:2])=[O:3])[C:16]3[NH:15][C:14]4[C:9]([C:8]=3[C:7]=2[F:20])=[CH:10][CH:11]=[C:12]([C:17]([N:56]2[CH2:55][C@H:54]([CH3:53])[O:59][C@H:58]([CH3:60])[CH2:57]2)=[O:18])[CH:13]=4)=[C:25]([CH3:26])[O:24][N:23]=1.